Dataset: hERG potassium channel inhibition data for cardiac toxicity prediction from Karim et al.. Task: Regression/Classification. Given a drug SMILES string, predict its toxicity properties. Task type varies by dataset: regression for continuous values (e.g., LD50, hERG inhibition percentage) or binary classification for toxic/non-toxic outcomes (e.g., AMES mutagenicity, cardiotoxicity, hepatotoxicity). Dataset: herg_karim. (1) The molecule is Cn1cccc1-c1nnc(CCCCN2CC3C[C@]3(c3ccc(C(F)(F)F)cc3)C2)n1C. The result is 1 (blocker). (2) The drug is CCc1nc2ccc(CN3CCC(NC(=O)c4cc(=O)c5ccc(F)cc5o4)CC3)cc2o1. The result is 0 (non-blocker). (3) The drug is Cc1cc(CN(C)C)ccc1C(=O)Cn1ncc(OCc2ccccc2)cc1=O. The result is 1 (blocker). (4) The molecule is N[C@H]1CO[C@H]1COc1ccc2ncc(F)c(CCC34CCC(NCc5ccc6c(n5)NC(=O)CO6)(CC3)CO4)c2n1. The result is 0 (non-blocker). (5) The compound is Cc1cccc(S(=O)(=O)N2Cc3ccc(/C=C/C(=O)NO)cc3C2)c1. The result is 0 (non-blocker). (6) The molecule is O=C1CC(c2nc(-c3cccc(Cl)c3)no2)CN1c1ccc(F)cc1. The result is 1 (blocker). (7) The result is 0 (non-blocker). The molecule is CC(C)c1nnc(N2CCN(c3ncc(OCc4ccncc4C#N)cn3)[C@H](C)C2)o1. (8) The molecule is CCC(C)C(C)CN1CCC(CNC(=O)c2cc(Cl)cc(Cl)c2)CC1. The result is 1 (blocker). (9) The drug is Cc1ccc2c(N3CCN(CCc4cccc5c4OCc4c(C(=O)N6CCC6)ncn4-5)CC3)cccc2n1. The result is 1 (blocker). (10) The molecule is O=C(CNc1ncnc2ccc(C(F)(F)F)cc12)NC1CN(C2CCC(c3ccccn3)CC2)C1. The result is 1 (blocker).